From a dataset of Forward reaction prediction with 1.9M reactions from USPTO patents (1976-2016). Predict the product of the given reaction. (1) The product is: [Cl:1][C:2]1[CH:9]=[C:8]([CH:7]=[CH:6][C:3]=1[C:4]#[N:5])[O:10][CH2:27][C:24]([OH:25])([CH3:26])[C:22]([NH:21][C:13]1[CH:14]=[CH:15][C:16]([N+:18]([O-:20])=[O:19])=[CH:17][C:12]=1[CH3:11])=[O:23]. Given the reactants [Cl:1][C:2]1[CH:9]=[C:8]([OH:10])[CH:7]=[CH:6][C:3]=1[C:4]#[N:5].[CH3:11][C:12]1[CH:17]=[C:16]([N+:18]([O-:20])=[O:19])[CH:15]=[CH:14][C:13]=1[NH:21][C:22]([C:24]1([CH3:27])[CH2:26][O:25]1)=[O:23], predict the reaction product. (2) Given the reactants [OH:1][C:2]1[CH:10]=[CH:9][C:5]([C:6]([OH:8])=O)=[CH:4][CH:3]=1.O.ON1C2C=CC=CC=2N=N1.[NH2:22][CH2:23][CH:24]1[CH2:29][CH2:28][N:27]([C:30]([O:32][CH2:33][C:34]2[CH:39]=[CH:38][CH:37]=[CH:36][CH:35]=2)=[O:31])[CH2:26][CH2:25]1.C(N(CC)CC)C.Cl.C(N=C=NCCCN(C)C)C, predict the reaction product. The product is: [CH2:33]([O:32][C:30]([N:27]1[CH2:28][CH2:29][CH:24]([CH2:23][NH:22][C:6](=[O:8])[C:5]2[CH:4]=[CH:3][C:2]([OH:1])=[CH:10][CH:9]=2)[CH2:25][CH2:26]1)=[O:31])[C:34]1[CH:39]=[CH:38][CH:37]=[CH:36][CH:35]=1. (3) Given the reactants [F:1][C:2]1[CH:3]=[C:4]([CH2:9][C:10]([NH:12][C@@H:13]([CH2:18][CH2:19][CH3:20])[C:14]([O:16]C)=O)=[O:11])[CH:5]=[C:6]([F:8])[CH:7]=1.[NH2:21][C:22]1[CH:27]=[CH:26][N:25]=[CH:24][N:23]=1.C[Al](C)C, predict the reaction product. The product is: [N:25]1[CH:26]=[CH:27][C:22]([NH:21][C:14](=[O:16])[CH:13]([NH:12][C:10](=[O:11])[CH2:9][C:4]2[CH:5]=[C:6]([F:8])[CH:7]=[C:2]([F:1])[CH:3]=2)[CH2:18][CH2:19][CH3:20])=[N:23][CH:24]=1. (4) Given the reactants [CH3:1][O:2][C:3]([C:5]1[CH:13]=[C:12]2[C:8]([CH:9]=[N:10][NH:11]2)=[C:7](C2C=CC(C)=CN=2)[CH:6]=1)=[O:4].I[C:22]1[CH:27]=[CH:26][CH:25]=[CH:24][CH:23]=1.CN[C@H]1CCCC[C@@H]1NC.C([O-])([O-])=O.[Cs+].[Cs+], predict the reaction product. The product is: [CH3:1][O:2][C:3]([C:5]1[CH:13]=[C:12]2[C:8]([CH:9]=[N:10][N:11]2[C:22]2[CH:27]=[CH:26][CH:25]=[CH:24][CH:23]=2)=[CH:7][CH:6]=1)=[O:4]. (5) Given the reactants O[CH:2]([C:38]1[CH:39]=[N:40][C:41]([C:44]([F:47])([F:46])[F:45])=[CH:42][CH:43]=1)[C:3]1[C:12]2[C:11](=[O:13])[N:10]([CH2:14][CH2:15][CH2:16][O:17]C3CCCCO3)[C:9](=[O:24])[N:8]([CH3:25])[C:7]=2[N:6]=[CH:5][C:4]=1[O:26][C:27]1[CH:32]=[CH:31][CH:30]=[C:29]([O:33][C:34]([F:37])([F:36])[F:35])[CH:28]=1.O[Li].O, predict the reaction product. The product is: [OH:17][CH2:16][CH2:15][CH2:14][N:10]1[C:11](=[O:13])[C:12]2[C:3]([CH2:2][C:38]3[CH:39]=[N:40][C:41]([C:44]([F:47])([F:46])[F:45])=[CH:42][CH:43]=3)=[C:4]([O:26][C:27]3[CH:32]=[CH:31][CH:30]=[C:29]([O:33][C:34]([F:35])([F:36])[F:37])[CH:28]=3)[CH:5]=[N:6][C:7]=2[N:8]([CH3:25])[C:9]1=[O:24]. (6) Given the reactants [Cl-:1].[CH3:2][N:3]([CH3:9])[C:4](=[NH:8])[N:5]([CH3:7])[CH3:6].C[O-].[Na+], predict the reaction product. The product is: [Cl-:1].[CH3:2][N:3]([CH3:9])[C:4](=[NH2+:8])[N:5]([CH3:7])[CH3:6]. (7) The product is: [CH:1]([C:3]1[CH:12]=[CH:11][C:6]([C:7]([O:9][CH3:10])=[O:8])=[C:5]([CH3:13])[C:4]=1[O:14][S:15]([C:18]([F:21])([F:20])[F:19])(=[O:17])=[O:16])=[O:2]. Given the reactants [CH:1]([C:3]1[CH:12]=[CH:11][C:6]([C:7]([O:9][CH3:10])=[O:8])=[C:5]([CH3:13])[C:4]=1[OH:14])=[O:2].[S:15](O[S:15]([C:18]([F:21])([F:20])[F:19])(=[O:17])=[O:16])([C:18]([F:21])([F:20])[F:19])(=[O:17])=[O:16].C(N(CC)CC)C, predict the reaction product. (8) The product is: [CH:15]1([CH2:21][NH:22][C:2]2[CH:11]=[CH:10][C:5]([C:6]([O:8][CH3:9])=[O:7])=[CH:4][C:3]=2[N+:12]([O-:14])=[O:13])[CH2:20][CH2:19][CH2:18][CH2:17][CH2:16]1. Given the reactants F[C:2]1[CH:11]=[CH:10][C:5]([C:6]([O:8][CH3:9])=[O:7])=[CH:4][C:3]=1[N+:12]([O-:14])=[O:13].[CH:15]1([CH2:21][NH2:22])[CH2:20][CH2:19][CH2:18][CH2:17][CH2:16]1, predict the reaction product. (9) Given the reactants C([O:3][C:4](=[O:33])[CH2:5][N:6]1[C:14]2[C:9](=[CH:10][CH:11]=[C:12]([O:15][CH2:16][C:17]3[N:18]([CH3:32])[N:19]=[C:20]([C:22]4[CH:27]=[CH:26][C:25]([C:28]([F:31])([F:30])[F:29])=[CH:24][CH:23]=4)[CH:21]=3)[CH:13]=2)[CH:8]=[CH:7]1)C.[Li+].[OH-], predict the reaction product. The product is: [CH3:32][N:18]1[C:17]([CH2:16][O:15][C:12]2[CH:13]=[C:14]3[C:9]([CH:8]=[CH:7][N:6]3[CH2:5][C:4]([OH:33])=[O:3])=[CH:10][CH:11]=2)=[CH:21][C:20]([C:22]2[CH:27]=[CH:26][C:25]([C:28]([F:31])([F:29])[F:30])=[CH:24][CH:23]=2)=[N:19]1.